From a dataset of Full USPTO retrosynthesis dataset with 1.9M reactions from patents (1976-2016). Predict the reactants needed to synthesize the given product. (1) Given the product [NH2:15][C:10]1[O:11][CH2:12][C@H:13]([F:14])[C@:8]([C:6]2[CH:7]=[C:2]([NH:1][C:29]([C:26]3[CH:25]=[CH:24][C:23]([C:22]#[C:21][CH:18]4[CH2:20][CH2:19]4)=[CH:28][N:27]=3)=[O:30])[CH:3]=[CH:4][C:5]=2[F:17])([CH3:16])[N:9]=1, predict the reactants needed to synthesize it. The reactants are: [NH2:1][C:2]1[CH:3]=[CH:4][C:5]([F:17])=[C:6]([C@:8]2([CH3:16])[C@@H:13]([F:14])[CH2:12][O:11][C:10]([NH2:15])=[N:9]2)[CH:7]=1.[CH:18]1([C:21]#[C:22][C:23]2[CH:24]=[CH:25][C:26]([C:29](O)=[O:30])=[N:27][CH:28]=2)[CH2:20][CH2:19]1. (2) Given the product [CH2:5]([N:12]1[CH2:13][CH:14]2[CH:16]([CH2:15]2)[CH2:17]1)[C:6]1[CH:7]=[CH:8][CH:9]=[CH:10][CH:11]=1, predict the reactants needed to synthesize it. The reactants are: II.[BH4-].[Na+].[CH2:5]([N:12]1[C:17](=O)[CH:16]2[CH:14]([CH2:15]2)[C:13]1=O)[C:6]1[CH:11]=[CH:10][CH:9]=[CH:8][CH:7]=1.Cl.[OH-].[Na+]. (3) The reactants are: Br[CH2:2][C:3]1[CH:8]=[CH:7][C:6]([B:9]2[O:13][C:12]([CH3:15])([CH3:14])[C:11]([CH3:17])([CH3:16])[O:10]2)=[CH:5][CH:4]=1.Cl.CC1O[C:23]([N:25]2[CH2:30][CH2:29][NH:28][CH2:27][CH2:26]2)=NN=1.C1COCC1.[CH2:36]([N:38](CC)CC)[CH3:37].C[N:44]([CH:46]=[O:47])C. Given the product [CH3:37][C:36]1[O:47][C:46]([CH2:23][N:25]2[CH2:26][CH2:27][N:28]([CH2:2][C:3]3[CH:8]=[CH:7][C:6]([B:9]4[O:13][C:12]([CH3:15])([CH3:14])[C:11]([CH3:17])([CH3:16])[O:10]4)=[CH:5][CH:4]=3)[CH2:29][CH2:30]2)=[N:44][N:38]=1, predict the reactants needed to synthesize it. (4) Given the product [CH:18]([N:13]1[C:12]([C:35]2[CH:34]=[CH:33][C:32]([O:31][C:30]([F:29])([F:41])[F:42])=[CH:37][CH:36]=2)=[C:11]2[C:15]([CH2:16][CH2:17][NH:8][CH2:9][CH2:10]2)=[N:14]1)([CH3:19])[CH3:20], predict the reactants needed to synthesize it. The reactants are: C(OC([N:8]1[CH2:17][CH2:16][C:15]2[C:11](=[C:12](OS(C(F)(F)F)(=O)=O)[N:13]([CH:18]([CH3:20])[CH3:19])[N:14]=2)[CH2:10][CH2:9]1)=O)(C)(C)C.[F:29][C:30]([F:42])([F:41])[O:31][C:32]1[CH:37]=[CH:36][C:35](B(O)O)=[CH:34][CH:33]=1. (5) Given the product [CH:1]1([N:4]2[C:13]3[C:8](=[C:9]([N+:18]([O-:20])=[O:19])[C:10]([F:17])=[C:11]([F:16])[C:12]=3[O:14][CH3:15])[C:7](=[O:21])[C:6]([C:22]([O:24][CH2:25][CH3:26])=[O:23])=[C:5]2[C:27]2[CH:28]=[CH:29][CH:30]=[CH:31][CH:32]=2)[CH2:2][CH2:3]1, predict the reactants needed to synthesize it. The reactants are: [CH:1]1([N:4]2[C:13]3[C:8](=[C:9]([N+:18]([O-:20])=[O:19])[C:10]([F:17])=[C:11]([F:16])[C:12]=3[O:14][CH3:15])[C:7](=[O:21])[CH:6]([C:22]([O:24][CH2:25][CH3:26])=[O:23])[CH:5]2[C:27]2[CH:32]=[CH:31][CH:30]=[CH:29][CH:28]=2)[CH2:3][CH2:2]1.